Dataset: Catalyst prediction with 721,799 reactions and 888 catalyst types from USPTO. Task: Predict which catalyst facilitates the given reaction. Reactant: Cl[C:2]1[C:11]2[C:6](=[CH:7][CH:8]=[CH:9][CH:10]=2)[N:5]=[C:4]([C:12]([C:14]2[CH:19]=[CH:18][C:17]([F:20])=[CH:16][N:15]=2)=[O:13])[N:3]=1.[CH3:21][C:22]1[NH:26][N:25]=[C:24]([NH2:27])[CH:23]=1.CCN(C(C)C)C(C)C.[I-].[K+]. The catalyst class is: 35. Product: [F:20][C:17]1[CH:18]=[CH:19][C:14]([C:12]([C:4]2[N:3]=[C:2]([NH:27][C:24]3[CH:23]=[C:22]([CH3:21])[NH:26][N:25]=3)[C:11]3[C:6](=[CH:7][CH:8]=[CH:9][CH:10]=3)[N:5]=2)=[O:13])=[N:15][CH:16]=1.